Dataset: Forward reaction prediction with 1.9M reactions from USPTO patents (1976-2016). Task: Predict the product of the given reaction. (1) Given the reactants [F:1][C:2]1[C:3]([C:13](=[O:21])[CH2:14][C:15]2[N:19]([CH3:20])[N:18]=[CH:17][N:16]=2)=[C:4]([CH:9]=[C:10]([F:12])[CH:11]=1)[C:5]([O:7][CH3:8])=[O:6].[F:22][C:23]1[CH:30]=[CH:29][C:26]([CH:27]=O)=[CH:25][CH:24]=1.N1CCC[C@H]1C(O)=O, predict the reaction product. The product is: [F:1][C:2]1[C:3]([C:13](=[O:21])/[C:14](/[C:15]2[N:19]([CH3:20])[N:18]=[CH:17][N:16]=2)=[CH:27]/[C:26]2[CH:29]=[CH:30][C:23]([F:22])=[CH:24][CH:25]=2)=[C:4]([CH:9]=[C:10]([F:12])[CH:11]=1)[C:5]([O:7][CH3:8])=[O:6]. (2) Given the reactants [OH:1][C:2]1[C:7]2[O:8][C:9]3[CH:14]=[CH:13][CH:12]=[CH:11][C:10]=3[C:6]=2[CH:5]=[CH:4][CH:3]=1.[CH3:15]N(C=O)C.CI, predict the reaction product. The product is: [CH3:15][O:1][C:2]1[C:7]2[O:8][C:9]3[CH:14]=[CH:13][CH:12]=[CH:11][C:10]=3[C:6]=2[CH:5]=[CH:4][CH:3]=1. (3) Given the reactants C(OC(=O)[NH:7][CH2:8][C:9]1[C:14]([N:15]2[CH:19]=[N:18][CH:17]=[N:16]2)=[CH:13][CH:12]=[CH:11][N:10]=1)(C)(C)C.C(Cl)[Cl:22], predict the reaction product. The product is: [ClH:22].[N:15]1([C:14]2[C:9]([CH2:8][NH2:7])=[N:10][CH:11]=[CH:12][CH:13]=2)[CH:19]=[N:18][CH:17]=[N:16]1. (4) Given the reactants C([Si](C(C)C)(C(C)C)[N:5]1[C:13]2[C:8](=[C:9]([N:14]3[CH2:19][CH2:18][N:17]([CH2:20][C:21]4[CH:26]=[CH:25][CH:24]=[CH:23][CH:22]=4)[CH2:16][CH2:15]3)[CH:10]=[CH:11][CH:12]=2)[CH:7]=[CH:6]1)(C)C.[F-].C([N+](CCCC)(CCCC)CCCC)CCC, predict the reaction product. The product is: [CH2:20]([N:17]1[CH2:18][CH2:19][N:14]([C:9]2[CH:10]=[CH:11][CH:12]=[C:13]3[C:8]=2[CH:7]=[CH:6][NH:5]3)[CH2:15][CH2:16]1)[C:21]1[CH:22]=[CH:23][CH:24]=[CH:25][CH:26]=1. (5) Given the reactants [N:1]12[CH2:8][CH2:7][CH:4]([CH2:5][CH2:6]1)[C@@H:3]([O:9][C:10](=[O:27])[CH:11]([N:18]([C:20]1[CH:25]=[CH:24][C:23]([F:26])=[CH:22][CH:21]=1)[CH3:19])[C:12]1[CH:17]=[CH:16][CH:15]=[CH:14][CH:13]=1)[CH2:2]2.[Cl:28][CH2:29][C:30]([C:32]1[S:33][CH:34]=[CH:35][CH:36]=1)=[O:31], predict the reaction product. The product is: [Cl-:28].[F:26][C:23]1[CH:24]=[CH:25][C:20]([N:18]([CH3:19])[CH:11]([C:12]2[CH:13]=[CH:14][CH:15]=[CH:16][CH:17]=2)[C:10]([O:9][C@@H:3]2[CH:4]3[CH2:7][CH2:8][N+:1]([CH2:29][C:30](=[O:31])[C:32]4[S:33][CH:34]=[CH:35][CH:36]=4)([CH2:6][CH2:5]3)[CH2:2]2)=[O:27])=[CH:21][CH:22]=1. (6) Given the reactants [CH3:1][C:2]([Si:5](Cl)([CH3:7])[CH3:6])([CH3:4])[CH3:3].N1C=CN=C1.[Br:14][CH2:15][C@@H:16]([C:18]1[CH:23]=[CH:22][C:21]([O:24][CH2:25][C:26]2[CH:31]=[CH:30][CH:29]=[CH:28][CH:27]=2)=[C:20]([NH:32][CH:33]=[O:34])[CH:19]=1)[OH:17], predict the reaction product. The product is: [Br:14][CH2:15][C@H:16]([O:17][Si:5]([C:2]([CH3:4])([CH3:3])[CH3:1])([CH3:7])[CH3:6])[C:18]1[CH:23]=[CH:22][C:21]([O:24][CH2:25][C:26]2[CH:31]=[CH:30][CH:29]=[CH:28][CH:27]=2)=[C:20]([NH:32][CH:33]=[O:34])[CH:19]=1. (7) The product is: [Cl:1][C:2]1[N:10]=[C:9]2[C:5]([N:6]=[CH:7][N:8]2[CH:11]2[CH2:15][CH2:14][CH2:13][CH2:12]2)=[C:4]([NH:22][CH2:21][CH2:20][CH2:19][O:18][CH3:17])[N:3]=1. Given the reactants [Cl:1][C:2]1[N:10]=[C:9]2[C:5]([N:6]=[CH:7][N:8]2[CH:11]2[CH2:15][CH2:14][CH2:13][CH2:12]2)=[C:4](Cl)[N:3]=1.[CH3:17][O:18][CH2:19][CH2:20][CH2:21][NH2:22], predict the reaction product. (8) Given the reactants BrC1C=CC2SC(CCCO)=C(C)C=2C=1.[F:16][C:17]([F:39])([F:38])[C:18]1[CH:37]=[CH:36][C:21]2[CH:22]=[C:23]([CH:25]([CH2:32][CH2:33][CH2:34][CH3:35])[CH2:26][C:27](OCC)=[O:28])[S:24][C:20]=2[CH:19]=1, predict the reaction product. The product is: [F:38][C:17]([F:16])([F:39])[C:18]1[CH:37]=[CH:36][C:21]2[CH:22]=[C:23]([CH:25]([CH2:32][CH2:33][CH2:34][CH3:35])[CH2:26][CH2:27][OH:28])[S:24][C:20]=2[CH:19]=1. (9) Given the reactants [Cl:1][C:2]1[S:6][C:5]([C:7]([NH:9][CH2:10][C:11]2[N:12]=[CH:13][N:14]([C:16]3[CH:21]=[CH:20][C:19]([N:22]4[CH:27]=[CH:26][CH:25]=[CH:24][C:23]4=[O:28])=[CH:18][C:17]=3[S:29][CH3:30])[CH:15]=2)=[O:8])=[CH:4][CH:3]=1.C1C=C(Cl)C=C(C(OO)=[O:39])C=1, predict the reaction product. The product is: [Cl:1][C:2]1[S:6][C:5]([C:7]([NH:9][CH2:10][C:11]2[N:12]=[CH:13][N:14]([C:16]3[CH:21]=[CH:20][C:19]([N:22]4[CH:27]=[CH:26][CH:25]=[CH:24][C:23]4=[O:28])=[CH:18][C:17]=3[S:29]([CH3:30])=[O:39])[CH:15]=2)=[O:8])=[CH:4][CH:3]=1.